The task is: Regression. Given two drug SMILES strings and cell line genomic features, predict the synergy score measuring deviation from expected non-interaction effect.. This data is from Merck oncology drug combination screen with 23,052 pairs across 39 cell lines. Drug 1: Nc1ccn(C2OC(CO)C(O)C2(F)F)c(=O)n1. Drug 2: O=C(NOCC(O)CO)c1ccc(F)c(F)c1Nc1ccc(I)cc1F. Cell line: ES2. Synergy scores: synergy=14.1.